This data is from CYP2C19 inhibition data for predicting drug metabolism from PubChem BioAssay. The task is: Regression/Classification. Given a drug SMILES string, predict its absorption, distribution, metabolism, or excretion properties. Task type varies by dataset: regression for continuous measurements (e.g., permeability, clearance, half-life) or binary classification for categorical outcomes (e.g., BBB penetration, CYP inhibition). Dataset: cyp2c19_veith. (1) The drug is N=c1n(-c2ccccc2)c(O)cc(=O)n1-c1ccccc1. The result is 0 (non-inhibitor). (2) The drug is O=C(CSc1nc2ccccc2s1)c1sc2sc3ccccc3[n+]2c1O. The result is 0 (non-inhibitor). (3) The compound is COc1cc(C(=O)Nc2nc3ccc4nc(C)sc4c3s2)cc(OC)c1OC. The result is 0 (non-inhibitor). (4) The drug is Cc1ccc(C)c(Cn2cnc3c(cnn3C(C)(C)C)c2=O)c1. The result is 1 (inhibitor). (5) The drug is CC(C)(C)NC(=O)CN(Cc1cccs1)C(=O)C1COc2ccccc2O1. The result is 1 (inhibitor).